This data is from Forward reaction prediction with 1.9M reactions from USPTO patents (1976-2016). The task is: Predict the product of the given reaction. (1) Given the reactants N[C:2]1[CH:3]=[C:4]([C:8]2[CH:24]=[CH:23][C:11]([O:12][CH:13]([CH3:22])[CH2:14][NH:15][S:16]([CH:19]([CH3:21])[CH3:20])(=[O:18])=[O:17])=[CH:10][CH:9]=2)[CH:5]=[CH:6][CH:7]=1.C([N:27](CC)CC)C.[C:32](Cl)(=[O:36])[CH:33]([CH3:35])[CH3:34], predict the reaction product. The product is: [CH3:34][CH:33]([CH3:35])[C:32]([NH:27][C:7]1[CH:6]=[CH:5][C:4]([C:8]2[CH:24]=[CH:23][C:11]([O:12][CH:13]([CH3:22])[CH2:14][NH:15][S:16]([CH:19]([CH3:21])[CH3:20])(=[O:18])=[O:17])=[CH:10][CH:9]=2)=[CH:3][CH:2]=1)=[O:36]. (2) Given the reactants COC1C=CC(P2(SP(C3C=CC(OC)=CC=3)(=S)S2)=[S:10])=CC=1.[NH2:23][C:24]1[CH:25]=[C:26]([C:30]2([CH3:37])[NH:35][C:34](=O)[CH2:33][O:32][CH2:31]2)[CH:27]=[CH:28][CH:29]=1, predict the reaction product. The product is: [NH2:23][C:24]1[CH:25]=[C:26]([C:30]2([CH3:37])[NH:35][C:34](=[S:10])[CH2:33][O:32][CH2:31]2)[CH:27]=[CH:28][CH:29]=1. (3) Given the reactants B(Br)(Br)Br.C[O:6][C:7]1[CH:35]=[CH:34][C:10]([C:11]([NH:13][NH:14][C:15]([C:17]2[O:18][CH:19]=[C:20]([C:28]3[CH:33]=[CH:32][CH:31]=[CH:30][CH:29]=3)[C:21]=2[C:22]2[CH:27]=[CH:26][CH:25]=[CH:24][CH:23]=2)=[O:16])=[O:12])=[CH:9][C:8]=1[S:36](=[O:40])(=[O:39])[NH:37][CH3:38].[OH-].[Na+].Cl, predict the reaction product. The product is: [OH:6][C:7]1[CH:35]=[CH:34][C:10]([C:11]([NH:13][NH:14][C:15]([C:17]2[O:18][CH:19]=[C:20]([C:28]3[CH:33]=[CH:32][CH:31]=[CH:30][CH:29]=3)[C:21]=2[C:22]2[CH:23]=[CH:24][CH:25]=[CH:26][CH:27]=2)=[O:16])=[O:12])=[CH:9][C:8]=1[S:36](=[O:40])(=[O:39])[NH:37][CH3:38]. (4) Given the reactants [NH2:1][CH:2]([C:5]#[N:6])[C:3]#N.[C:7]1([CH3:17])C=CC(S([O-])(=O)=O)=C[CH:8]=1.C[O-:19].[Na+].[C:21]([OH:24])(=O)C.C[C:26](C=O)=[O:27].Cl, predict the reaction product. The product is: [CH3:26][O:27][C:8]1[C:7]([C:17]([O:24][CH3:21])=[O:19])=[N:6][CH:5]=[C:2]([CH3:3])[N:1]=1. (5) Given the reactants [Br:1][C:2]1[CH:18]=[CH:17][C:5]2[C:6]3[N:7]=[C:8]([C:14](O)=O)[S:9][C:10]=3[CH2:11][CH2:12][O:13][C:4]=2[CH:3]=1.C(N(C(C)C)CC)(C)C.CN(C(ON1[N:44]=[N:43][C:38]2[CH:39]=CC=N[C:37]1=2)=[N+](C)C)C.F[P-](F)(F)(F)(F)F.[CH2:52]([O:59][C:60]([NH:62][C:63](=[NH:66])SC)=[O:61])[C:53]1[CH:58]=[CH:57][CH:56]=[CH:55][CH:54]=1.C(=O)(O)[O-].[Na+].Cl.C(NN)(C)C.[OH-].[Na+].[O-]Cl.[Na+], predict the reaction product. The product is: [CH2:52]([O:59][C:60](=[O:61])[NH:62][C:63]1[N:66]=[C:14]([C:8]2[S:9][C:10]3[CH2:11][CH2:12][O:13][C:4]4[CH:3]=[C:2]([Br:1])[CH:18]=[CH:17][C:5]=4[C:6]=3[N:7]=2)[N:43]([CH:38]([CH3:37])[CH3:39])[N:44]=1)[C:53]1[CH:58]=[CH:57][CH:56]=[CH:55][CH:54]=1. (6) The product is: [CH:39]1[CH:38]=[CH:37][C:36]([CH2:35][CH:20]([C:21]([NH:23][C:24]2[CH:25]=[CH:26][C:27](/[CH:30]=[CH:31]/[C:32]([NH:48][OH:47])=[O:33])=[CH:28][CH:29]=2)=[O:22])[C:14]2[CH:15]=[CH:16][CH:17]=[CH:18][CH:19]=2)=[CH:41][CH:40]=1. Given the reactants ClC(OCC)=O.C(N(CC)CC)C.[C:14]1([CH:20]([CH2:35][C:36]2[CH:41]=[CH:40][CH:39]=[CH:38][CH:37]=2)[C:21]([NH:23][C:24]2[CH:29]=[CH:28][C:27]([CH:30]=[CH:31][C:32](O)=[O:33])=[CH:26][CH:25]=2)=[O:22])[CH:19]=[CH:18][CH:17]=[CH:16][CH:15]=1.COC([O:47][NH2:48])(C)C, predict the reaction product.